Dataset: Catalyst prediction with 721,799 reactions and 888 catalyst types from USPTO. Task: Predict which catalyst facilitates the given reaction. Reactant: [I:1][C:2]1[CH:7]=[CH:6][C:5](/[N:8]=[CH:9]/[C:10]2[CH:21]=[CH:20][C:13]([O:14][CH2:15][C:16]([O:18][CH3:19])=[O:17])=[CH:12][CH:11]=2)=[CH:4][CH:3]=1.CCN(CC)CC.[I-].ClC1C=CC=C[N+]=1C.[Si:38]([O:45][C@H:46]([C:53]1[CH:58]=[CH:57][C:56]([F:59])=[CH:55][CH:54]=1)[CH2:47][S:48][CH2:49][C:50](O)=[O:51])([C:41]([CH3:44])([CH3:43])[CH3:42])([CH3:40])[CH3:39].Cl.C([O-])(O)=O.[Na+]. Product: [Si:38]([O:45][C@H:46]([C:53]1[CH:58]=[CH:57][C:56]([F:59])=[CH:55][CH:54]=1)[CH2:47][S:48][C@H:49]1[C:50](=[O:51])[N:8]([C:5]2[CH:4]=[CH:3][C:2]([I:1])=[CH:7][CH:6]=2)[C@@H:9]1[C:10]1[CH:11]=[CH:12][C:13]([O:14][CH2:15][C:16]([O:18][CH3:19])=[O:17])=[CH:20][CH:21]=1)([C:41]([CH3:44])([CH3:43])[CH3:42])([CH3:40])[CH3:39]. The catalyst class is: 2.